The task is: Regression. Given two drug SMILES strings and cell line genomic features, predict the synergy score measuring deviation from expected non-interaction effect.. This data is from NCI-60 drug combinations with 297,098 pairs across 59 cell lines. (1) Drug 1: COC1=CC(=CC(=C1O)OC)C2C3C(COC3=O)C(C4=CC5=C(C=C24)OCO5)OC6C(C(C7C(O6)COC(O7)C8=CC=CS8)O)O. Drug 2: C#CCC(CC1=CN=C2C(=N1)C(=NC(=N2)N)N)C3=CC=C(C=C3)C(=O)NC(CCC(=O)O)C(=O)O. Cell line: ACHN. Synergy scores: CSS=57.6, Synergy_ZIP=-2.26, Synergy_Bliss=-3.77, Synergy_Loewe=-3.24, Synergy_HSA=-3.62. (2) Drug 1: C1CCC(C1)C(CC#N)N2C=C(C=N2)C3=C4C=CNC4=NC=N3. Drug 2: C1=CN(C(=O)N=C1N)C2C(C(C(O2)CO)O)O.Cl. Cell line: DU-145. Synergy scores: CSS=36.4, Synergy_ZIP=4.61, Synergy_Bliss=5.64, Synergy_Loewe=-24.8, Synergy_HSA=7.15. (3) Drug 1: C1=NC2=C(N=C(N=C2N1C3C(C(C(O3)CO)O)F)Cl)N. Drug 2: CCCCC(=O)OCC(=O)C1(CC(C2=C(C1)C(=C3C(=C2O)C(=O)C4=C(C3=O)C=CC=C4OC)O)OC5CC(C(C(O5)C)O)NC(=O)C(F)(F)F)O. Cell line: NCI-H226. Synergy scores: CSS=14.2, Synergy_ZIP=2.09, Synergy_Bliss=-2.77, Synergy_Loewe=-10.2, Synergy_HSA=-11.5. (4) Drug 1: CS(=O)(=O)CCNCC1=CC=C(O1)C2=CC3=C(C=C2)N=CN=C3NC4=CC(=C(C=C4)OCC5=CC(=CC=C5)F)Cl. Drug 2: CC1CCCC2(C(O2)CC(NC(=O)CC(C(C(=O)C(C1O)C)(C)C)O)C(=CC3=CSC(=N3)C)C)C. Cell line: M14. Synergy scores: CSS=58.0, Synergy_ZIP=7.49, Synergy_Bliss=7.49, Synergy_Loewe=-25.5, Synergy_HSA=9.33. (5) Drug 1: CC1=CC=C(C=C1)C2=CC(=NN2C3=CC=C(C=C3)S(=O)(=O)N)C(F)(F)F. Drug 2: CC1CCC2CC(C(=CC=CC=CC(CC(C(=O)C(C(C(=CC(C(=O)CC(OC(=O)C3CCCCN3C(=O)C(=O)C1(O2)O)C(C)CC4CCC(C(C4)OC)O)C)C)O)OC)C)C)C)OC. Cell line: UACC62. Synergy scores: CSS=5.69, Synergy_ZIP=-3.49, Synergy_Bliss=-2.44, Synergy_Loewe=-12.6, Synergy_HSA=-1.61. (6) Drug 1: COC1=C(C=C2C(=C1)N=CN=C2NC3=CC(=C(C=C3)F)Cl)OCCCN4CCOCC4. Drug 2: CS(=O)(=O)OCCCCOS(=O)(=O)C. Cell line: EKVX. Synergy scores: CSS=28.8, Synergy_ZIP=3.93, Synergy_Bliss=4.12, Synergy_Loewe=-13.7, Synergy_HSA=1.95. (7) Drug 1: C1CCC(C(C1)N)N.C(=O)(C(=O)[O-])[O-].[Pt+4]. Drug 2: C(CCl)NC(=O)N(CCCl)N=O. Cell line: SK-MEL-28. Synergy scores: CSS=11.0, Synergy_ZIP=-5.43, Synergy_Bliss=-3.40, Synergy_Loewe=-1.66, Synergy_HSA=-1.49. (8) Drug 1: CC(C1=C(C=CC(=C1Cl)F)Cl)OC2=C(N=CC(=C2)C3=CN(N=C3)C4CCNCC4)N. Drug 2: CCC1(CC2CC(C3=C(CCN(C2)C1)C4=CC=CC=C4N3)(C5=C(C=C6C(=C5)C78CCN9C7C(C=CC9)(C(C(C8N6C)(C(=O)OC)O)OC(=O)C)CC)OC)C(=O)OC)O.OS(=O)(=O)O. Cell line: SK-MEL-2. Synergy scores: CSS=59.9, Synergy_ZIP=2.57, Synergy_Bliss=5.98, Synergy_Loewe=-19.6, Synergy_HSA=5.13. (9) Drug 1: C1CCC(CC1)NC(=O)N(CCCl)N=O. Drug 2: CC1=CC=C(C=C1)C2=CC(=NN2C3=CC=C(C=C3)S(=O)(=O)N)C(F)(F)F. Cell line: SR. Synergy scores: CSS=56.8, Synergy_ZIP=1.91, Synergy_Bliss=1.68, Synergy_Loewe=-10.9, Synergy_HSA=3.06. (10) Synergy scores: CSS=-10.2, Synergy_ZIP=12.0, Synergy_Bliss=-0.660, Synergy_Loewe=-10.2, Synergy_HSA=-10.6. Cell line: UACC62. Drug 1: C1CCC(C1)C(CC#N)N2C=C(C=N2)C3=C4C=CNC4=NC=N3. Drug 2: CN1C(=O)N2C=NC(=C2N=N1)C(=O)N.